From a dataset of Full USPTO retrosynthesis dataset with 1.9M reactions from patents (1976-2016). Predict the reactants needed to synthesize the given product. (1) Given the product [CH3:1][O:2][C:3]([CH:5]1[CH2:32][CH2:31][CH2:30][C@@:7]2([CH2:11][C@H:10]([O:12][Si:13]([C:26]([CH3:29])([CH3:27])[CH3:28])([C:14]3[CH:15]=[CH:16][CH:17]=[CH:18][CH:19]=3)[C:20]3[CH:21]=[CH:22][CH:23]=[CH:24][CH:25]=3)[CH2:9][CH2:8]2)[CH:6]1[OH:33])=[O:4], predict the reactants needed to synthesize it. The reactants are: [CH3:1][O:2][C:3]([CH:5]1[CH2:32][CH2:31][CH2:30][C@@:7]2([CH2:11][C@H:10]([O:12][Si:13]([C:26]([CH3:29])([CH3:28])[CH3:27])([C:20]3[CH:25]=[CH:24][CH:23]=[CH:22][CH:21]=3)[C:14]3[CH:19]=[CH:18][CH:17]=[CH:16][CH:15]=3)[CH2:9][CH2:8]2)[C:6]1=[O:33])=[O:4].FC(F)(F)C(O)=O.C([SiH](CC)CC)C.C(=O)([O-])[O-].[K+].[K+]. (2) Given the product [CH2:11]([O:18][C:19]1[CH:20]=[N:32][C:33]2[N:37]([N:36]=[CH:35][C:34]=2[C:38]([OH:40])=[O:39])[CH:22]=1)[C:12]1[CH:13]=[CH:14][CH:15]=[CH:16][CH:17]=1, predict the reactants needed to synthesize it. The reactants are: C(Cl)(=O)C(Cl)=O.CS(C)=O.[CH2:11]([O:18][CH:19]([CH2:22]O)[CH2:20]O)[C:12]1[CH:17]=[CH:16][CH:15]=[CH:14][CH:13]=1.C(N(CC)CC)C.Cl.[NH2:32][C:33]1[NH:37][N:36]=[CH:35][C:34]=1[C:38]([OH:40])=[O:39].